This data is from Forward reaction prediction with 1.9M reactions from USPTO patents (1976-2016). The task is: Predict the product of the given reaction. (1) Given the reactants [CH2:1]([NH:8][C:9]1[CH:14]=[C:13]([N:15](CC2C=CC(OC)=CC=2)[C:16]2[CH:17]=[N:18][C:19]([N:22]3[CH2:27][CH2:26][O:25][CH2:24][CH2:23]3)=[CH:20][CH:21]=2)[N:12]=[CH:11][C:10]=1[CH2:37][C:38]([NH2:40])=[O:39])[C:2]1[CH:7]=[CH:6][CH:5]=[CH:4][CH:3]=1.FC(F)(F)C(O)=O, predict the reaction product. The product is: [CH2:1]([NH:8][C:9]1[CH:14]=[C:13]([NH:15][C:16]2[CH:17]=[N:18][C:19]([N:22]3[CH2:27][CH2:26][O:25][CH2:24][CH2:23]3)=[CH:20][CH:21]=2)[N:12]=[CH:11][C:10]=1[CH2:37][C:38]([NH2:40])=[O:39])[C:2]1[CH:7]=[CH:6][CH:5]=[CH:4][CH:3]=1. (2) Given the reactants [C:1]([NH2:10])([C:4]1[CH:9]=[CH:8][CH:7]=[CH:6][CH:5]=1)([CH3:3])[CH3:2].[CH2:11]1[CH2:17][S:14](=[O:16])(=[O:15])[O:13][CH2:12]1, predict the reaction product. The product is: [C:1]([NH:10][CH2:12][CH2:11][CH2:17][S:14]([OH:16])(=[O:15])=[O:13])([C:4]1[CH:9]=[CH:8][CH:7]=[CH:6][CH:5]=1)([CH3:3])[CH3:2].